From a dataset of Catalyst prediction with 721,799 reactions and 888 catalyst types from USPTO. Predict which catalyst facilitates the given reaction. (1) Reactant: [CH3:1][N:2]([CH3:20])[S:3]([CH2:6][CH2:7][CH2:8][N:9]1C(=O)C2C(=CC=CC=2)C1=O)(=[O:5])=[O:4].O.NN. Product: [CH3:1][N:2]([CH3:20])[S:3]([CH2:6][CH2:7][CH2:8][NH2:9])(=[O:5])=[O:4]. The catalyst class is: 8. (2) Reactant: [CH3:1][N:2]1[CH2:25][CH2:24][C:5]2[N:6]([CH2:14][C:15]([C:17]3[CH:22]=[CH:21][C:20]([F:23])=[CH:19][CH:18]=3)=[O:16])[C:7]3[CH:8]=[CH:9][C:10]([CH3:13])=[CH:11][C:12]=3[C:4]=2[CH2:3]1.[C:26]1([Mg]Br)[CH:31]=[CH:30][CH:29]=[CH:28][CH:27]=1.O. Product: [CH3:1][N:2]1[CH2:25][CH2:24][C:5]2[N:6]([CH2:14][C:15]([C:17]3[CH:22]=[CH:21][C:20]([F:23])=[CH:19][CH:18]=3)([C:26]3[CH:31]=[CH:30][CH:29]=[CH:28][CH:27]=3)[OH:16])[C:7]3[CH:8]=[CH:9][C:10]([CH3:13])=[CH:11][C:12]=3[C:4]=2[CH2:3]1. The catalyst class is: 1. (3) Reactant: [H-].[Na+].Cl[CH2:4][CH2:5][S:6](Cl)(=[O:8])=[O:7].[F:10][C:11]([F:31])([C:25]1[CH:30]=[CH:29][CH:28]=[CH:27][CH:26]=1)[C:12]1[CH:17]=[CH:16][C:15]([C:18]2[C:19]([NH2:24])=[N:20][CH:21]=[CH:22][CH:23]=2)=[CH:14][CH:13]=1. Product: [F:31][C:11]([F:10])([C:25]1[CH:26]=[CH:27][CH:28]=[CH:29][CH:30]=1)[C:12]1[CH:13]=[CH:14][C:15]([C:18]2[C:19]3=[N:24][S:6](=[O:8])(=[O:7])[CH2:5][CH2:4][N:20]3[CH:21]=[CH:22][CH:23]=2)=[CH:16][CH:17]=1. The catalyst class is: 1.